From a dataset of Full USPTO retrosynthesis dataset with 1.9M reactions from patents (1976-2016). Predict the reactants needed to synthesize the given product. (1) Given the product [N:47]1[CH:48]=[CH:49][N:50]=[CH:51][C:46]=1[NH:45][C:6](=[O:7])[N:8]([CH3:12])[CH2:9][CH2:10][CH2:30][O:29][C:17]1[CH:18]=[CH:19][C:20]2[C:21]([C:25]([F:27])([F:28])[F:26])=[N:22][O:23][C:24]=2[C:16]=1[CH2:13][CH2:14][CH3:15], predict the reactants needed to synthesize it. The reactants are: C1N=CN([C:6]([N:8]2[CH:12]=N[CH:10]=[CH:9]2)=[O:7])C=1.[CH2:13]([C:16]1[C:24]2[O:23][N:22]=[C:21]([C:25]([F:28])([F:27])[F:26])[C:20]=2[CH:19]=[CH:18][C:17]=1[O:29][CH2:30]CCNC)[CH2:14][CH3:15].[Li+].C[Si]([N-][Si](C)(C)C)(C)C.[NH2:45][C:46]1[CH:51]=[N:50][CH:49]=[CH:48][N:47]=1.[NH4+].[Cl-]. (2) Given the product [Cl:1][C:2]1[CH:3]=[CH:4][C:5]([O:17][CH2:18][CH:19]([CH3:21])[CH3:20])=[C:6]([CH2:8][C:9]2[O:10][CH:11]=[C:12]([C:14]#[N:16])[N:13]=2)[CH:7]=1, predict the reactants needed to synthesize it. The reactants are: [Cl:1][C:2]1[CH:3]=[CH:4][C:5]([O:17][CH2:18][CH:19]([CH3:21])[CH3:20])=[C:6]([CH2:8][C:9]2[O:10][CH:11]=[C:12]([C:14]([NH2:16])=O)[N:13]=2)[CH:7]=1.